Dataset: Forward reaction prediction with 1.9M reactions from USPTO patents (1976-2016). Task: Predict the product of the given reaction. Given the reactants [CH2:1]([N:4]1[C:8]2[CH:9]=[CH:10][C:11]([C:13]#N)=[CH:12][C:7]=2[O:6][C:5]1=[O:15])[CH:2]=[CH2:3].C(O)=[O:17], predict the reaction product. The product is: [CH2:1]([N:4]1[C:8]2[CH:9]=[CH:10][C:11]([CH:13]=[O:17])=[CH:12][C:7]=2[O:6][C:5]1=[O:15])[CH:2]=[CH2:3].